The task is: Predict the reactants needed to synthesize the given product.. This data is from Full USPTO retrosynthesis dataset with 1.9M reactions from patents (1976-2016). Given the product [Br:26][C:19]1[N:15]([C:7]2[C:8]([CH:12]([CH3:14])[CH3:13])=[CH:9][CH:10]=[CH:11][C:6]=2[CH:3]([CH3:4])[CH3:5])[C:16]([C:20]2[CH:21]=[CH:22][CH:23]=[CH:24][CH:25]=2)=[N:17][N:18]=1, predict the reactants needed to synthesize it. The reactants are: N#N.[CH:3]([C:6]1[CH:11]=[CH:10][CH:9]=[C:8]([CH:12]([CH3:14])[CH3:13])[C:7]=1[N:15]1[CH:19]=[N:18][N:17]=[C:16]1[C:20]1[CH:25]=[CH:24][CH:23]=[CH:22][CH:21]=1)([CH3:5])[CH3:4].[Br:26]N1C(=O)CCC1=O.[Al].N1C=CN=N1.C([O-])([O-])=O.[Na+].[Na+].